This data is from Peptide-MHC class I binding affinity with 185,985 pairs from IEDB/IMGT. The task is: Regression. Given a peptide amino acid sequence and an MHC pseudo amino acid sequence, predict their binding affinity value. This is MHC class I binding data. (1) The peptide sequence is ISDSNPYLTQW. The MHC is HLA-B54:01 with pseudo-sequence HLA-B54:01. The binding affinity (normalized) is 0. (2) The peptide sequence is IQFMHEQGY. The MHC is HLA-A02:03 with pseudo-sequence HLA-A02:03. The binding affinity (normalized) is 0.0847. (3) The peptide sequence is KSRCASPST. The MHC is HLA-A30:01 with pseudo-sequence HLA-A30:01. The binding affinity (normalized) is 1.00. (4) The peptide sequence is IFQTTTGEI. The MHC is HLA-A23:01 with pseudo-sequence HLA-A23:01. The binding affinity (normalized) is 0.230. (5) The peptide sequence is YTDVVPLVY. The MHC is Mamu-A02 with pseudo-sequence Mamu-A02. The binding affinity (normalized) is 0.800. (6) The binding affinity (normalized) is 0.0847. The MHC is HLA-A02:19 with pseudo-sequence HLA-A02:19. The peptide sequence is IFLKPDETF. (7) The peptide sequence is HAEMQNPVY. The MHC is HLA-B39:01 with pseudo-sequence HLA-B39:01. The binding affinity (normalized) is 0.213. (8) The binding affinity (normalized) is 1.00. The MHC is HLA-B39:01 with pseudo-sequence HLA-B39:01. The peptide sequence is FKTKALAVL. (9) The MHC is HLA-A11:01 with pseudo-sequence HLA-A11:01. The peptide sequence is DVLKTRLFR. The binding affinity (normalized) is 0.301. (10) The MHC is Mamu-A01 with pseudo-sequence Mamu-A01. The peptide sequence is VGPKLKQWPL. The binding affinity (normalized) is 0.